This data is from Reaction yield outcomes from USPTO patents with 853,638 reactions. The task is: Predict the reaction yield, written as a fraction of the theoretical maximum amount of product (1.0 means a 100% yield; for example, 0.34 means a 34% yield). (1) The reactants are C(N(CC)CC)C.[C:8]1(B(O)O)[CH:13]=[CH:12][CH:11]=[CH:10][CH:9]=1.[O:17]=[C:18]1[C:27]([C:28]#[N:29])=[C:26]([N:30]2[CH2:35][CH2:34][N:33]([C:36]([C:38]3[S:39][CH:40]=[CH:41][CH:42]=3)=[O:37])[CH2:32][CH2:31]2)[C:25]2[C:20](=[CH:21][CH:22]=[CH:23][CH:24]=2)[NH:19]1. The catalyst is ClCCl. The product is [O:17]=[C:18]1[C:27]([C:28]#[N:29])=[C:26]([N:30]2[CH2:35][CH2:34][N:33]([C:36]([C:38]3[S:39][CH:40]=[CH:41][CH:42]=3)=[O:37])[CH2:32][CH2:31]2)[C:13]2[C:8](=[CH:9][CH:10]=[CH:11][CH:12]=2)[N:19]1[C:20]1[CH:21]=[CH:22][CH:23]=[CH:24][CH:25]=1. The yield is 0.310. (2) The product is [F:34][C:2]([F:1])([F:33])[O:3][C:4]1[CH:5]=[CH:6][C:7]([N:10]2[CH:14]=[N:13][C:12]([C:15]3[CH:32]=[CH:31][C:18]([CH2:19][NH2:20])=[CH:17][CH:16]=3)=[N:11]2)=[CH:8][CH:9]=1. The yield is 0.740. The reactants are [F:1][C:2]([F:34])([F:33])[O:3][C:4]1[CH:9]=[CH:8][C:7]([N:10]2[CH:14]=[N:13][C:12]([C:15]3[CH:32]=[CH:31][C:18]([CH2:19][NH:20]C(=O)OCC4C=CC=CC=4)=[CH:17][CH:16]=3)=[N:11]2)=[CH:6][CH:5]=1.C(O)(=O)C.C(OCC)C. The catalyst is Br. (3) The reactants are [Br:1][C:2]1[CH:3]=[C:4]2[C:13](=[CH:14][CH:15]=1)[CH:12]1[CH2:16][CH:10]([CH2:11]1)[N:9]1[C:5]2=[N:6][C:7](I)=[CH:8]1.C[Si](N[Si](C)(C)C)(C)C.C[N:28](C)[CH:29]=[O:30]. No catalyst specified. The product is [Br:1][C:2]1[CH:3]=[C:4]2[C:13](=[CH:14][CH:15]=1)[CH:12]1[CH2:16][CH:10]([CH2:11]1)[N:9]1[C:5]2=[N:6][C:7]([C:29]([NH2:28])=[O:30])=[CH:8]1. The yield is 0.830. (4) The yield is 0.170. The product is [C:1]([N:5]1[C:9]2[CH:10]=[CH:11][C:12]([C:37]3[CH:38]=[C:39]4[CH2:45][CH2:44][NH:43][C:40]4=[N:41][CH:42]=3)=[CH:13][C:8]=2[N:7]=[C:6]1[C:23]1[CH:28]=[C:27]([O:29][CH3:30])[CH:26]=[CH:25][C:24]=1[N:31]1[CH:35]=[CH:34][CH:33]=[N:32]1)([CH3:3])([CH3:4])[CH3:2]. The catalyst is C1(C)C=CC=CC=1.O.CC(P(C(C)(C)C)C1C=CC(N(C)C)=CC=1)(C)C.CC(P(C(C)(C)C)C1C=CC(N(C)C)=CC=1)(C)C.Cl[Pd]Cl. The reactants are [C:1]([N:5]1[C:9]2[CH:10]=[CH:11][C:12](B3OC(C)(C)C(C)(C)O3)=[CH:13][C:8]=2[N:7]=[C:6]1[C:23]1[CH:28]=[C:27]([O:29][CH3:30])[CH:26]=[CH:25][C:24]=1[N:31]1[CH:35]=[CH:34][CH:33]=[N:32]1)([CH3:4])([CH3:3])[CH3:2].Br[C:37]1[CH:38]=[C:39]2[CH2:45][CH2:44][NH:43][C:40]2=[N:41][CH:42]=1.C(=O)([O-])[O-].[K+].[K+]. (5) The reactants are Br[C:2]1[CH:7]=[C:6]([C:8]([F:11])([F:10])[F:9])[CH:5]=[CH:4][C:3]=1[CH3:12].N#N.[CH3:15][CH2:16][OH:17].[Li][CH:19](CC)C.C1CCCCC1.B(F)(F)F.C(OCC)C. The catalyst is C1COCC1. The product is [CH3:12][C:3]1[CH:4]=[CH:5][C:6]([C:8]([F:11])([F:10])[F:9])=[CH:7][C:2]=1[CH2:15][C@H:16]([OH:17])[CH3:19]. The yield is 0.660.